This data is from Forward reaction prediction with 1.9M reactions from USPTO patents (1976-2016). The task is: Predict the product of the given reaction. (1) Given the reactants CCOC(/N=N/C(OCC)=O)=O.[C:13]([O:16][C@@H:17]1[O:34][C@H:33]([CH2:35][OH:36])[C@@H:28]([O:29][C:30](=[O:32])[CH3:31])[C@H:23]([O:24][C:25](=[O:27])[CH3:26])[C@H:18]1[O:19][C:20](=[O:22])[CH3:21])(=[O:15])[CH3:14].[Br:37][C:38]1[CH:39]=[C:40](O)[CH:41]=[CH:42][CH:43]=1.C1(P(C2C=CC=CC=2)C2C=CC=CC=2)C=CC=CC=1, predict the reaction product. The product is: [C:13]([O:16][C@@H:17]1[O:34][C@H:33]([CH2:35][O:36][C:42]2[CH:41]=[CH:40][CH:39]=[C:38]([Br:37])[CH:43]=2)[C@@H:28]([O:29][C:30](=[O:32])[CH3:31])[C@H:23]([O:24][C:25](=[O:27])[CH3:26])[C@H:18]1[O:19][C:20](=[O:22])[CH3:21])(=[O:15])[CH3:14]. (2) Given the reactants [F:1][C:2]([F:12])([F:11])[C:3](=O)[CH2:4][C:5]([O:7]CC)=O.[C:13]1([C:19]2[CH:23]=[C:22]([NH2:24])[NH:21][N:20]=2)[CH:18]=[CH:17][CH:16]=[CH:15][CH:14]=1, predict the reaction product. The product is: [C:13]1([C:19]2[C:23]3[C:22](=[N:24][C:5]([OH:7])=[CH:4][C:3]=3[C:2]([F:1])([F:11])[F:12])[NH:21][N:20]=2)[CH:14]=[CH:15][CH:16]=[CH:17][CH:18]=1. (3) Given the reactants [CH3:1][C:2]1[CH:3]=[C:4]2[C:8](=[CH:9][CH:10]=1)[NH:7][C:6](=[O:11])[C:5]2=[O:12].I[C:14]1[CH:19]=[CH:18][CH:17]=[CH:16][CH:15]=1, predict the reaction product. The product is: [CH3:1][C:2]1[CH:3]=[C:4]2[C:8](=[CH:9][CH:10]=1)[N:7]([C:14]1[CH:19]=[CH:18][CH:17]=[CH:16][CH:15]=1)[C:6](=[O:11])[C:5]2=[O:12]. (4) Given the reactants [CH2:1]([O:8][C:9]([NH:11][CH:12]([CH2:17][C:18]1[CH:23]=[CH:22][C:21](OS(C(F)(F)F)(=O)=O)=[CH:20][CH:19]=1)[C:13]([O:15][CH3:16])=[O:14])=[O:10])[C:2]1[CH:7]=[CH:6][CH:5]=[CH:4][CH:3]=1.[C:32]([O-])([O-])=[O:33].[K+].[K+].C([O-])(O)=O.[Na+].C(OCC)(=O)C, predict the reaction product. The product is: [CH2:1]([O:8][C:9]([NH:11][CH:12]([CH2:17][C:18]1[CH:23]=[CH:22][C:21]([CH2:32][OH:33])=[CH:20][CH:19]=1)[C:13]([O:15][CH3:16])=[O:14])=[O:10])[C:2]1[CH:7]=[CH:6][CH:5]=[CH:4][CH:3]=1. (5) Given the reactants [C:1]([C:5]1[CH:24]=[CH:23][C:8]([C:9]([C:11]2[N:12]([CH2:16][CH2:17][CH2:18][C:19]([O:21][CH3:22])=[O:20])[CH:13]=[CH:14][CH:15]=2)=O)=[CH:7][CH:6]=1)([CH3:4])([CH3:3])[CH3:2].[Li+].C[Si]([N-][Si](C)(C)C)(C)C.C1COCC1.S(Cl)(C)(=O)=O, predict the reaction product. The product is: [C:1]([C:5]1[CH:24]=[CH:23][C:8]([C:9]2[C:11]3[N:12]([CH:13]=[CH:14][CH:15]=3)[CH2:16][CH2:17][C:18]=2[C:19]([O:21][CH3:22])=[O:20])=[CH:7][CH:6]=1)([CH3:4])([CH3:3])[CH3:2]. (6) Given the reactants Cl.[Br:2][C:3]1[N:12]=[C:6]2[CH2:7][CH:8]([NH2:11])[CH2:9][CH2:10][N:5]2[N:4]=1.C(Cl)Cl.[CH3:16][N:17]1[C:21]([C:22](Cl)=[O:23])=[C:20]([C:25]2[CH:30]=[CH:29][CH:28]=[C:27]([CH3:31])[N:26]=2)[CH:19]=[N:18]1.C(=O)([O-])O.[Na+], predict the reaction product. The product is: [Br:2][C:3]1[N:12]=[C:6]2[CH2:7][CH:8]([NH:11][C:22]([C:21]3[N:17]([CH3:16])[N:18]=[CH:19][C:20]=3[C:25]3[CH:30]=[CH:29][CH:28]=[C:27]([CH3:31])[N:26]=3)=[O:23])[CH2:9][CH2:10][N:5]2[N:4]=1. (7) Given the reactants [F:1][C:2]1[CH:3]=[C:4]([C:12]2[S:16][C:15]([NH2:17])=[N:14][C:13]=2[CH3:18])[CH:5]=[CH:6][C:7]=1[S:8]([CH3:11])(=[O:10])=[O:9].CCN(C(C)C)C(C)C.[CH2:28]([O:30][C:31](=[O:38])[CH2:32][CH2:33][CH2:34][N:35]=[C:36]=[O:37])[CH3:29], predict the reaction product. The product is: [CH2:28]([O:30][C:31](=[O:38])[CH2:32][CH2:33][CH2:34][NH:35][C:36]([NH:17][C:15]1[S:16][C:12]([C:4]2[CH:5]=[CH:6][C:7]([S:8]([CH3:11])(=[O:9])=[O:10])=[C:2]([F:1])[CH:3]=2)=[C:13]([CH3:18])[N:14]=1)=[O:37])[CH3:29]. (8) Given the reactants C(N(CC)CC)C.[CH3:8][CH:9]([SH:11])[CH3:10].Cl[CH2:13][C:14]1[C:23]([OH:24])=[CH:22][CH:21]=[C:20]2[C:15]=1[CH2:16][CH2:17][CH2:18][C:19]2=[O:25], predict the reaction product. The product is: [OH:24][C:23]1[C:14]([CH2:13][S:11][CH:9]([CH3:10])[CH3:8])=[C:15]2[C:20](=[CH:21][CH:22]=1)[C:19](=[O:25])[CH2:18][CH2:17][CH2:16]2. (9) The product is: [OH:1][CH2:2][C@@H:3]1[C@H:7]([C:8]2[S:9][CH:10]=[CH:11][N:12]=2)[N:6]([C:14](=[O:27])[C:15]2[CH:20]=[CH:19][C:18]([C:21]([CH3:23])([CH3:24])[CH3:22])=[C:17]([O:25][CH3:26])[CH:16]=2)[C@:5]([CH2:35][C:36]2[N:37]=[CH:38][S:39][CH:40]=2)([C:28]([O:30][C:31]([CH3:32])([CH3:33])[CH3:34])=[O:29])[CH2:4]1. Given the reactants [OH:1][CH2:2][C@@H:3]1[C@H:7]([C:8]2[S:9][C:10](C)=[CH:11][N:12]=2)[N:6]([C:14](=[O:27])[C:15]2[CH:20]=[CH:19][C:18]([C:21]([CH3:24])([CH3:23])[CH3:22])=[C:17]([O:25][CH3:26])[CH:16]=2)[C@:5]([CH2:35][C:36]2[N:37]=[CH:38][S:39][CH:40]=2)([C:28]([O:30][C:31]([CH3:34])([CH3:33])[CH3:32])=[O:29])[CH2:4]1, predict the reaction product. (10) Given the reactants C[O:2][C:3]([C:5]1[S:26][C:8]2=[CH:9][N:10]=[CH:11][C:12]([NH:13][C:14]3[CH:19]=[CH:18][C:17]([C:20]4[CH:25]=[CH:24][CH:23]=[CH:22][CH:21]=4)=[CH:16][CH:15]=3)=[C:7]2[CH:6]=1)=[O:4].O.[OH-].[Li+:29], predict the reaction product. The product is: [Li+:29].[C:17]1([C:20]2[CH:21]=[CH:22][CH:23]=[CH:24][CH:25]=2)[CH:18]=[CH:19][C:14]([NH:13][C:12]2[CH:11]=[N:10][CH:9]=[C:8]3[S:26][C:5]([C:3]([O-:4])=[O:2])=[CH:6][C:7]=23)=[CH:15][CH:16]=1.